Dataset: Forward reaction prediction with 1.9M reactions from USPTO patents (1976-2016). Task: Predict the product of the given reaction. (1) Given the reactants OCC[NH:4][C:5](=[O:9])[C:6]([CH3:8])=[CH2:7].C(N([CH2:15][CH3:16])CC)C.[C:17](Cl)(=[O:20])[CH:18]=[CH2:19], predict the reaction product. The product is: [C:17]([CH2:15][CH2:16][CH:7]=[C:6]([CH3:8])[C:5]([NH2:4])=[O:9])([CH:18]=[CH2:19])=[O:20]. (2) Given the reactants [H-].[Na+].[C:3]1([OH:9])[CH:8]=[CH:7][CH:6]=[CH:5][CH:4]=1.Cl[C:11]1[C:16]([N+:17]([O-:19])=[O:18])=[C:15]([NH:20][CH2:21][CH2:22][O:23][CH2:24][C:25]2[CH:30]=[CH:29][N:28]=[CH:27][CH:26]=2)[C:14]([CH3:31])=[C:13]([CH3:32])[N:12]=1, predict the reaction product. The product is: [CH3:32][C:13]1[C:14]([CH3:31])=[C:15]([NH:20][CH2:21][CH2:22][O:23][CH2:24][C:25]2[CH:30]=[CH:29][N:28]=[CH:27][CH:26]=2)[C:16]([N+:17]([O-:19])=[O:18])=[C:11]([O:9][C:3]2[CH:8]=[CH:7][CH:6]=[CH:5][CH:4]=2)[N:12]=1. (3) Given the reactants [C:1]([O:5][C:6](=[O:28])[C:7]1[CH:12]=[CH:11][C:10]([NH:13][CH:14]([C:18]2[CH:23]=[CH:22][C:21]([C:24]([CH3:27])([CH3:26])[CH3:25])=[CH:20][CH:19]=2)[C:15]([OH:17])=O)=[CH:9][CH:8]=1)([CH3:4])([CH3:3])[CH3:2].C1C=CC2N(O)N=NC=2C=1.[I:39][C:40]1[CH:46]=[CH:45][C:43]([NH2:44])=[CH:42][CH:41]=1.CCN(C(C)C)C(C)C, predict the reaction product. The product is: [C:1]([O:5][C:6](=[O:28])[C:7]1[CH:12]=[CH:11][C:10]([NH:13][CH:14]([C:18]2[CH:23]=[CH:22][C:21]([C:24]([CH3:25])([CH3:27])[CH3:26])=[CH:20][CH:19]=2)[C:15](=[O:17])[NH:44][C:43]2[CH:45]=[CH:46][C:40]([I:39])=[CH:41][CH:42]=2)=[CH:9][CH:8]=1)([CH3:3])([CH3:4])[CH3:2]. (4) Given the reactants C([O:5]C(N(C1C=CC=CC=1)[C@H](CO)C)=O)(C)(C)C.[C:19]1([P:25]([C:32]2[CH:37]=[CH:36][CH:35]=[CH:34][CH:33]=2)[C:26]2[CH:31]=[CH:30][CH:29]=[CH:28][CH:27]=2)[CH:24]=[CH:23][CH:22]=[CH:21][CH:20]=1.BrN1C(=O)CCC1=O.CO, predict the reaction product. The product is: [C:32]1([P:25](=[O:5])([C:19]2[CH:20]=[CH:21][CH:22]=[CH:23][CH:24]=2)[C:26]2[CH:31]=[CH:30][CH:29]=[CH:28][CH:27]=2)[CH:33]=[CH:34][CH:35]=[CH:36][CH:37]=1. (5) Given the reactants [CH3:1][O:2][C:3](=[O:31])[CH:4]([O:26][C:27]([CH3:30])([CH3:29])[CH3:28])[C:5]1[C:10]([CH3:11])=[CH:9][C:8](I)=[C:7]([CH:13]2[CH2:15][CH2:14]2)[C:6]=1[C:16]1[CH:17]=[C:18]2[C:23](=[CH:24][CH:25]=1)[O:22][CH2:21][CH2:20][CH2:19]2.C(=O)([O-])[O-].[K+].[K+].[C:38]1(B2OC(C)(C)C(C)(C)O2)[CH:43]=[CH:42][CH:41]=[CH:40][CH:39]=1, predict the reaction product. The product is: [CH3:1][O:2][C:3](=[O:31])[CH:4]([O:26][C:27]([CH3:30])([CH3:29])[CH3:28])[C:5]1[C:10]([CH3:11])=[CH:9][C:8]([C:38]2[CH:43]=[CH:42][CH:41]=[CH:40][CH:39]=2)=[C:7]([CH:13]2[CH2:15][CH2:14]2)[C:6]=1[C:16]1[CH:17]=[C:18]2[C:23](=[CH:24][CH:25]=1)[O:22][CH2:21][CH2:20][CH2:19]2. (6) Given the reactants [CH:1]1[CH:10]=[CH:9][C:8]2[CH2:11][CH2:12][CH2:13][N:6]3[C:7]=2[C:2]=1[C@@H:3]1[CH2:16][N:15]([C:17]([O:19][C:20]([CH3:23])([CH3:22])[CH3:21])=[O:18])[CH2:14][C@@H:4]1[CH2:5]3.[Br:24]N1C(=O)CCC1=O, predict the reaction product. The product is: [Br:24][C:10]1[CH:1]=[C:2]2[C:7]3=[C:8]([CH2:11][CH2:12][CH2:13][N:6]3[CH2:5][C@H:4]3[CH2:14][N:15]([C:17]([O:19][C:20]([CH3:23])([CH3:22])[CH3:21])=[O:18])[CH2:16][C@@H:3]23)[CH:9]=1. (7) Given the reactants [CH2:1]([O:3][C:4]1[C:5]([O:19][CH2:20][C:21]2[CH:26]=[CH:25][C:24]([O:27][CH3:28])=[CH:23][CH:22]=2)=[N:6][CH:7]=[C:8](B2OC(C)(C)C(C)(C)O2)[CH:9]=1)[CH3:2].[C:29]([C:32]1[N:37]=[CH:36][C:35]([NH:38][C:39](=[O:49])[CH2:40][C:41]2[CH:46]=[CH:45][C:44](Br)=[CH:43][C:42]=2[F:48])=[CH:34][C:33]=1[C:50]([F:53])([F:52])[F:51])(=[O:31])[CH3:30].C([O-])([O-])=O.[Cs+].[Cs+], predict the reaction product. The product is: [C:29]([C:32]1[N:37]=[CH:36][C:35]([NH:38][C:39](=[O:49])[CH2:40][C:41]2[CH:46]=[CH:45][C:44]([C:8]3[CH:7]=[N:6][C:5]([O:19][CH2:20][C:21]4[CH:22]=[CH:23][C:24]([O:27][CH3:28])=[CH:25][CH:26]=4)=[C:4]([O:3][CH2:1][CH3:2])[CH:9]=3)=[CH:43][C:42]=2[F:48])=[CH:34][C:33]=1[C:50]([F:51])([F:53])[F:52])(=[O:31])[CH3:30]. (8) Given the reactants [CH3:1][O:2][C:3]1[CH:4]=[C:5]2[C:10](=[CH:11][C:12]=1[O:13][CH2:14][CH2:15][O:16][CH3:17])[N:9]=[CH:8][N:7]=[C:6]2[NH:18][C:19]1[C:20]([CH:22]=[C:23]([N:27]2[CH2:29][CH:28]2[CH3:30])[C:24](=[O:26])[CH:25]=1)=[O:21].[O:31]1CCC[CH2:32]1.CO, predict the reaction product. The product is: [CH3:1][O:2][C:3]1[CH:4]=[C:5]2[C:10](=[CH:11][C:12]=1[O:13][CH2:14][CH2:15][O:16][CH3:17])[N:9]=[CH:8][N:7]=[C:6]2[NH:18][C:19]1[C:20]([CH:22]=[C:23]([NH:27][CH2:29][CH:28]([O:31][CH3:32])[CH3:30])[C:24](=[O:26])[CH:25]=1)=[O:21]. (9) Given the reactants [Cl:1][C:2]1[C:3]([F:42])=[C:4]([C@@H:8]2[C@:12]([C:15]3[CH:20]=[CH:19][C:18]([Cl:21])=[CH:17][C:16]=3[F:22])([C:13]#[N:14])[C@H:11]([CH2:23][C:24]([CH3:27])([CH3:26])[CH3:25])[NH:10][C@H:9]2[C:28]([NH:30][C:31]2[CH:39]=[CH:38][C:34]([C:35]([OH:37])=[O:36])=[CH:33][C:32]=2[O:40][CH3:41])=[O:29])[CH:5]=[CH:6][CH:7]=1.[O:43]1[CH2:48][CH2:47][N:46]([CH2:49][CH2:50]O)[CH2:45][CH2:44]1, predict the reaction product. The product is: [N:46]1([CH2:49][CH2:50][O:36][C:35](=[O:37])[C:34]2[CH:38]=[CH:39][C:31]([NH:30][C:28]([C@H:9]3[C@H:8]([C:4]4[CH:5]=[CH:6][CH:7]=[C:2]([Cl:1])[C:3]=4[F:42])[C@:12]([C:15]4[CH:20]=[CH:19][C:18]([Cl:21])=[CH:17][C:16]=4[F:22])([C:13]#[N:14])[C@H:11]([CH2:23][C:24]([CH3:26])([CH3:27])[CH3:25])[NH:10]3)=[O:29])=[C:32]([O:40][CH3:41])[CH:33]=2)[CH2:47][CH2:48][O:43][CH2:44][CH2:45]1.